Dataset: Retrosynthesis with 50K atom-mapped reactions and 10 reaction types from USPTO. Task: Predict the reactants needed to synthesize the given product. (1) Given the product CC1(C)CN(Cc2cccc[n+]2[O-])c2cc([N+](=O)[O-])ccc2O1, predict the reactants needed to synthesize it. The reactants are: CC1(C)CN(Cc2ccccn2)c2cc([N+](=O)[O-])ccc2O1.O=C([O-])O. (2) Given the product CC1=CC(N2CCC(C(=O)O)CC2)C(O)C(C)(C)CC1=O, predict the reactants needed to synthesize it. The reactants are: CCOC(=O)C1CCN(C2C=C(C)C(=O)CC(C)(C)C2O)CC1. (3) Given the product CC(=O)COc1ccc(C2=NNC(=O)CC2)cc1, predict the reactants needed to synthesize it. The reactants are: CC(=O)CCl.O=C1CCC(c2ccc(O)cc2)=NN1. (4) Given the product CC(=O)Nc1cc2nc[nH]c(=O)c2cc1[N+](=O)[O-], predict the reactants needed to synthesize it. The reactants are: CC(=O)O.Nc1cc2nc[nH]c(=O)c2cc1[N+](=O)[O-]. (5) The reactants are: CC(C)(C)C(=O)OCCl.Cc1nc2c([nH]1)c(=O)[nH]c(=O)n2Cc1ccco1. Given the product Cc1nc2c(c(=O)[nH]c(=O)n2Cc2ccco2)n1COC(=O)C(C)(C)C, predict the reactants needed to synthesize it. (6) The reactants are: CC(=O)Cl.Oc1cccc(C2(OCC(F)(F)F)OOC23C2CC4CC(C2)CC3C4)c1. Given the product CC(=O)Oc1cccc(C2(OCC(F)(F)F)OOC23C2CC4CC(C2)CC3C4)c1, predict the reactants needed to synthesize it. (7) Given the product Cc1nccn1-c1ccc(Nc2nc3c(c(NC[C@@H]4CCCO4)n2)CN(C)CC3)cc1, predict the reactants needed to synthesize it. The reactants are: C=O.Cc1nccn1-c1ccc(Nc2nc3c(c(NC[C@@H]4CCCO4)n2)CNCC3)cc1. (8) Given the product COc1cc(NC(=O)CCN(C)[C@H]2CC[C@H](OC(=O)C(O)(c3cccs3)c3cccs3)CC2)c(Cl)cc1C=O, predict the reactants needed to synthesize it. The reactants are: COc1cc(NC(=O)CCN(C)[C@H]2CC[C@H](OC(=O)C(O)(c3cccs3)c3cccs3)CC2)c(Cl)cc1CO. (9) Given the product Cn1cc(-c2ccc(Nc3ccc4c(n3)O[C@H](c3ccccc3)CNC4)nc2)cn1, predict the reactants needed to synthesize it. The reactants are: Cn1cc(-c2ccc(Nc3ccc4c(n3)O[C@H](c3ccccc3)CN(C(=O)OC(C)(C)C)C4)nc2)cn1.